From a dataset of NCI-60 drug combinations with 297,098 pairs across 59 cell lines. Regression. Given two drug SMILES strings and cell line genomic features, predict the synergy score measuring deviation from expected non-interaction effect. (1) Drug 1: C1CN(P(=O)(OC1)NCCCl)CCCl. Drug 2: CC12CCC3C(C1CCC2OP(=O)(O)O)CCC4=C3C=CC(=C4)OC(=O)N(CCCl)CCCl.[Na+]. Cell line: IGROV1. Synergy scores: CSS=4.67, Synergy_ZIP=-1.61, Synergy_Bliss=1.27, Synergy_Loewe=-3.17, Synergy_HSA=-1.03. (2) Drug 1: C1=CC(=CC=C1CCC2=CNC3=C2C(=O)NC(=N3)N)C(=O)NC(CCC(=O)O)C(=O)O. Drug 2: C1C(C(OC1N2C=NC3=C(N=C(N=C32)Cl)N)CO)O. Cell line: NCI-H460. Synergy scores: CSS=34.9, Synergy_ZIP=-2.02, Synergy_Bliss=-5.96, Synergy_Loewe=-17.9, Synergy_HSA=-7.37. (3) Drug 1: CN1CCC(CC1)COC2=C(C=C3C(=C2)N=CN=C3NC4=C(C=C(C=C4)Br)F)OC. Drug 2: C1=CC(=CC=C1C#N)C(C2=CC=C(C=C2)C#N)N3C=NC=N3. Cell line: NCI-H522. Synergy scores: CSS=16.2, Synergy_ZIP=-7.20, Synergy_Bliss=5.21, Synergy_Loewe=-3.94, Synergy_HSA=6.10. (4) Drug 1: C1=CC(=CC=C1C#N)C(C2=CC=C(C=C2)C#N)N3C=NC=N3. Drug 2: CC1=C(N=C(N=C1N)C(CC(=O)N)NCC(C(=O)N)N)C(=O)NC(C(C2=CN=CN2)OC3C(C(C(C(O3)CO)O)O)OC4C(C(C(C(O4)CO)O)OC(=O)N)O)C(=O)NC(C)C(C(C)C(=O)NC(C(C)O)C(=O)NCCC5=NC(=CS5)C6=NC(=CS6)C(=O)NCCC[S+](C)C)O. Cell line: HT29. Synergy scores: CSS=10.1, Synergy_ZIP=-1.09, Synergy_Bliss=-1.41, Synergy_Loewe=2.24, Synergy_HSA=-1.35. (5) Drug 1: COC1=CC(=CC(=C1O)OC)C2C3C(COC3=O)C(C4=CC5=C(C=C24)OCO5)OC6C(C(C7C(O6)COC(O7)C8=CC=CS8)O)O. Drug 2: COCCOC1=C(C=C2C(=C1)C(=NC=N2)NC3=CC=CC(=C3)C#C)OCCOC.Cl. Cell line: UO-31. Synergy scores: CSS=24.7, Synergy_ZIP=-3.22, Synergy_Bliss=0.472, Synergy_Loewe=5.19, Synergy_HSA=5.38.